This data is from Forward reaction prediction with 1.9M reactions from USPTO patents (1976-2016). The task is: Predict the product of the given reaction. (1) Given the reactants [NH2:1][C:2]1[N:3]=[C:4]([CH3:29])[C:5]2=[C:6]([CH2:8][C@H:9]([C:14]3[CH:19]=[CH:18][C:17]([F:20])=[CH:16][C:15]=3[C:21]3[CH:26]=[CH:25][CH:24]=[C:23]([O:27][CH3:28])[N:22]=3)[NH:10]/[C:11]/2=[N:12]\[OH:13])[N:7]=1.C([O-])([O-])=O.[Cs+].[Cs+].I[CH2:37][CH2:38][C@H:39]1[CH2:43][O:42][C:41]([CH3:45])([CH3:44])[O:40]1, predict the reaction product. The product is: [CH3:44][C:41]1([CH3:45])[O:40][C@@H:39]([CH2:38][CH2:37][O:13]/[N:12]=[C:11]2\[NH:10][C@@H:9]([C:14]3[CH:19]=[CH:18][C:17]([F:20])=[CH:16][C:15]=3[C:21]3[CH:26]=[CH:25][CH:24]=[C:23]([O:27][CH3:28])[N:22]=3)[CH2:8][C:6]3[N:7]=[C:2]([NH2:1])[N:3]=[C:4]([CH3:29])[C:5]\2=3)[CH2:43][O:42]1. (2) The product is: [ClH:11].[NH2:1][C@@H:2]([CH2:6][CH:7]=[CH2:8])[C:3]([O:5][CH2:19][C:20]1[CH:25]=[CH:24][CH:23]=[CH:22][CH:21]=1)=[O:4]. Given the reactants [NH2:1][C@@H:2]([CH2:6][CH:7]=[CH2:8])[C:3]([OH:5])=[O:4].S(Cl)([Cl:11])=O.C(OCC)C.O.[CH2:19](O)[C:20]1[CH:25]=[CH:24][CH:23]=[CH:22][CH:21]=1, predict the reaction product.